Dataset: Reaction yield outcomes from USPTO patents with 853,638 reactions. Task: Predict the reaction yield, written as a fraction of the theoretical maximum amount of product (1.0 means a 100% yield; for example, 0.34 means a 34% yield). (1) The reactants are [NH2:1][CH2:2][C:3]([NH:5][C:6]1[CH:11]=[CH:10][C:9]([O:12][CH2:13][C:14]2[CH:19]=[CH:18][C:17]([F:20])=[CH:16][CH:15]=2)=[CH:8][C:7]=1[F:21])=[O:4].Cl.[C:23](Cl)(=[O:25])[CH3:24].C(N(CC)CC)C. The catalyst is O. The product is [C:23]([NH:1][CH2:2][C:3]([NH:5][C:6]1[CH:11]=[CH:10][C:9]([O:12][CH2:13][C:14]2[CH:15]=[CH:16][C:17]([F:20])=[CH:18][CH:19]=2)=[CH:8][C:7]=1[F:21])=[O:4])(=[O:25])[CH3:24]. The yield is 0.990. (2) The reactants are [C:1]([O:5][C:6](=[O:17])[NH:7][C@@H:8]1[CH2:13][CH2:12][C:11](=[O:14])[C:10]([CH3:16])([CH3:15])[CH2:9]1)([CH3:4])([CH3:3])[CH3:2].[CH3:18][Mg]Br. The catalyst is C(OCC)C. The product is [C:1]([O:5][C:6](=[O:17])[NH:7][C@@H:8]1[CH2:13][CH2:12][C:11]([OH:14])([CH3:18])[C:10]([CH3:16])([CH3:15])[CH2:9]1)([CH3:4])([CH3:2])[CH3:3]. The yield is 0.880. (3) The reactants are Cl.[C:2]([O:5][CH2:6][CH2:7][CH:8]1[CH2:13][CH2:12][NH:11][CH2:10][CH2:9]1)(=O)[CH3:3].C(N(CC)CC)C.[C:21]([O:25][C:26](O[C:26]([O:25][C:21]([CH3:24])([CH3:23])[CH3:22])=[O:27])=[O:27])([CH3:24])([CH3:23])[CH3:22].C([OH:38])C. The catalyst is Cl.O1CCCC1.[Pt]. The product is [CH3:22][C:21]([CH3:24])([O:25][C:26]([N:11]1[CH2:12][CH2:13][CH:8]([CH2:7][C:6]([O:5][CH2:2][CH3:3])=[O:38])[CH2:9][CH2:10]1)=[O:27])[CH3:23]. The yield is 0.959.